Dataset: Reaction yield outcomes from USPTO patents with 853,638 reactions. Task: Predict the reaction yield, written as a fraction of the theoretical maximum amount of product (1.0 means a 100% yield; for example, 0.34 means a 34% yield). (1) The reactants are [CH:1]([N:4]1[CH2:9][CH2:8][CH:7]([O:10][C:11]2[CH:19]=[CH:18][C:17]3[N:16]4[CH2:20][CH2:21][NH:22][C:23](=[O:24])[C:15]4=[CH:14][C:13]=3[CH:12]=2)[CH2:6][CH2:5]1)([CH3:3])[CH3:2].[H-].[Na+].[CH2:27](Br)[CH3:28]. No catalyst specified. The product is [CH2:27]([N:22]1[CH2:21][CH2:20][N:16]2[C:17]3[CH:18]=[CH:19][C:11]([O:10][CH:7]4[CH2:8][CH2:9][N:4]([CH:1]([CH3:3])[CH3:2])[CH2:5][CH2:6]4)=[CH:12][C:13]=3[CH:14]=[C:15]2[C:23]1=[O:24])[CH3:28]. The yield is 0.780. (2) The reactants are [CH3:1][C:2]1[CH:11]=[CH:10][C:9]2[C:4](=[CH:5][CH:6]=[CH:7][C:8]=2[N:12]2[CH2:17][CH2:16][N:15]([CH2:18][CH2:19][C:20]3[CH:21]=[C:22]([CH:24]=[CH:25][CH:26]=3)[NH2:23])[CH2:14][CH2:13]2)[N:3]=1.[CH3:27][C:28]1[S:29][C:30]([C:34](O)=[O:35])=[C:31]([CH3:33])[N:32]=1. No catalyst specified. The product is [CH3:27][C:28]1[S:29][C:30]([C:34]([NH:23][C:22]2[CH:24]=[CH:25][CH:26]=[C:20]([CH2:19][CH2:18][N:15]3[CH2:14][CH2:13][N:12]([C:8]4[CH:7]=[CH:6][CH:5]=[C:4]5[C:9]=4[CH:10]=[CH:11][C:2]([CH3:1])=[N:3]5)[CH2:17][CH2:16]3)[CH:21]=2)=[O:35])=[C:31]([CH3:33])[N:32]=1. The yield is 0.680.